Predict which catalyst facilitates the given reaction. From a dataset of Catalyst prediction with 721,799 reactions and 888 catalyst types from USPTO. (1) Reactant: C([O:3][C:4](=[O:17])[C:5]([NH:7][C:8]1[CH:13]=[C:12]([O:14][CH3:15])[N:11]=[C:10]([Br:16])[CH:9]=1)=[O:6])C.[OH-].[Na+].O.Cl. Product: [Br:16][C:10]1[CH:9]=[C:8]([NH:7][C:5](=[O:6])[C:4]([OH:17])=[O:3])[CH:13]=[C:12]([O:14][CH3:15])[N:11]=1. The catalyst class is: 83. (2) Product: [CH2:1]([O:3][C:4](=[O:12])[C:5]([CH:7]1[CH2:11][CH2:10][O:9][CH:8]1[O:15][CH2:13][CH3:14])=[O:6])[CH3:2]. Reactant: [CH2:1]([O:3][C:4](=[O:12])[C:5]([C:7]1[CH2:11][CH2:10][O:9][CH:8]=1)=[O:6])[CH3:2].[CH2:13]([OH:15])[CH3:14]. The catalyst class is: 4. (3) Reactant: Cl[CH2:2][C:3]1[NH:4][C:5]2[CH:11]=[CH:10][CH:9]=[CH:8][C:6]=2[N:7]=1.[CH3:12][OH:13].C[O-].[Na+].O. Product: [CH3:12][O:13][CH2:2][C:3]1[NH:4][C:5]2[CH:11]=[CH:10][CH:9]=[CH:8][C:6]=2[N:7]=1. The catalyst class is: 5.